Dataset: Reaction yield outcomes from USPTO patents with 853,638 reactions. Task: Predict the reaction yield, written as a fraction of the theoretical maximum amount of product (1.0 means a 100% yield; for example, 0.34 means a 34% yield). (1) The yield is 0.130. The reactants are [N:1]12[CH2:8][CH2:7][CH:4]([CH2:5][CH2:6]1)[C@@H:3]([O:9][C:10]([N:12]([CH2:19][C:20]1[CH:21]=[C:22]([CH:41]=[CH:42][CH:43]=1)[O:23][CH2:24][C:25]1[CH:40]=[CH:39][C:28]([C:29]([N:31]3[CH2:34][CH:33]([C:35](OC)=[O:36])[CH2:32]3)=[O:30])=[CH:27][CH:26]=1)[C:13]1[CH:18]=[CH:17][CH:16]=[CH:15][CH:14]=1)=[O:11])[CH2:2]2.[OH-].[Li+].Cl.[Cl:47][C:48]1[CH:49]=[N+:50]([O-:73])[CH:51]=[C:52]([Cl:72])[C:53]=1[CH2:54][C@@H:55]([C:57]1[CH:62]=[CH:61][C:60]([O:63][CH:64]([F:66])[F:65])=[C:59]([O:67][CH2:68][CH:69]2[CH2:71][CH2:70]2)[CH:58]=1)[OH:56].Cl.CN(C)CCCN=C=NCC. The product is [CH:69]1([CH2:68][O:67][C:59]2[CH:58]=[C:57]([C@@H:55]([O:56][C:35]([CH:33]3[CH2:32][N:31]([C:29](=[O:30])[C:28]4[CH:27]=[CH:26][C:25]([CH2:24][O:23][C:22]5[CH:41]=[CH:42][CH:43]=[C:20]([CH2:19][N:12]([C:10]([O:9][C@@H:3]6[CH:4]7[CH2:7][CH2:8][N:1]([CH2:6][CH2:5]7)[CH2:2]6)=[O:11])[C:13]6[CH:18]=[CH:17][CH:16]=[CH:15][CH:14]=6)[CH:21]=5)=[CH:40][CH:39]=4)[CH2:34]3)=[O:36])[CH2:54][C:53]3[C:52]([Cl:72])=[CH:51][N+:50]([O-:73])=[CH:49][C:48]=3[Cl:47])[CH:62]=[CH:61][C:60]=2[O:63][CH:64]([F:66])[F:65])[CH2:71][CH2:70]1. The catalyst is C1COCC1.CO.CN(C)C1C=CN=CC=1. (2) The product is [F:15][C:13]1[CH:14]=[C:9](/[CH:8]=[C:2](\[CH3:1])/[C:3]([O:5][CH2:6][CH3:7])=[O:4])[CH:10]=[C:11]([F:17])[C:12]=1[O:24][C:18]1[CH:23]=[CH:22][CH:21]=[CH:20][CH:19]=1. The catalyst is CN(C=O)C. The reactants are [CH3:1]/[C:2](=[CH:8]\[C:9]1[CH:14]=[C:13]([F:15])[C:12](F)=[C:11]([F:17])[CH:10]=1)/[C:3]([O:5][CH2:6][CH3:7])=[O:4].[C:18]1([OH:24])[CH:23]=[CH:22][CH:21]=[CH:20][CH:19]=1.C([O-])([O-])=O.[K+].[K+]. The yield is 0.890.